From a dataset of Experimentally validated miRNA-target interactions with 360,000+ pairs, plus equal number of negative samples. Binary Classification. Given a miRNA mature sequence and a target amino acid sequence, predict their likelihood of interaction. (1) The miRNA is hsa-miR-4280 with sequence GAGUGUAGUUCUGAGCAGAGC. The protein sequence of the target gene is MAATTANPEMTSDVPSLGPTIASGNPGPGIQGGGAVVQRAIKRRSGLDFDDEVEVNTKFLRCDDDQMCNDKERFARSDDEQSSADKERLARENHSEIERRRRNKMTAYITELSDMVPTCSALARKPDKLTILRMAVSHMKSLRGTGNTSTDGSYKPSFLTDQELKHLILEAADGFLFIVSCETGRVVYVSDSVTPVLNQPQSEWFGSTLYDQVHPDDVDKLREQLSTSENALTGRVLDLKTGTVKKEGQQSSMRMCMGSRRSFICRMRCGTSSVDPVSMNRLSFLRNRCRNGLGSVKEGE.... Result: 0 (no interaction). (2) The miRNA is hsa-miR-6083 with sequence CUUAUAUCAGAGGCUGUGGG. The protein sequence of the target gene is MAADGTLSRGGVGEAVEEEHPGALEPGAAPFGNFPHYSRFHPPEQRLRLLPPELLRQLFPPEGPEKRPILGLDVGCNSGDLSVALYKHFLSPRDGETCSGASRELRILCCDIDPVLVERAERDCPFPEALTFITLDIMDQESRKVPLSSFLSQFGRSVFDMVFCMSVTMWIHLNHGDRGLCEFLAHVSSLCSYLLVEPQPWKCYRAAARRLRKLGLHSFDHFRSLAIRGDMAKQIVRILTQDHGMELACCFGNTSWDRSLLLFRAKHTHETQAIPESSTKETRTD. Result: 0 (no interaction). (3) The miRNA is hsa-miR-3166 with sequence CGCAGACAAUGCCUACUGGCCUA. The protein sequence of the target gene is MNVMGFNTDRLAWTRNKLRGFYFAKLYYEAKEYDLAKKYVCTYLSVQERDPRAHRFLGLLYELEENTEKAVECYRRSLELNPPQKDLVLKIAELLCKNDVTDGRAKYWVERAAKLFPGSPAIYKLKEHLLDCEGEDGWNKLFDWIQSELYVRPDDVHMNIRLVELYRSNKRLKDAVARCHEAERNIALRSSLEWNSCVVQTLKEYLESLQCLESDKSDWRATNTDLLLAYANLMLLTLSTRDVQESRELLESFDSALQSAKSSLGGNDELSATFLEMKGHFYMHAGSLLLKMGQHGNNVQ.... Result: 0 (no interaction). (4) Result: 0 (no interaction). The protein sequence of the target gene is MTGTPGAVATRDGEAPERSPPCSPSYDLTGKVMLLGDTGVGKTCFLIQFKDGAFLSGTFIATVGIDFRNKVVTVDGVRVKLQIWDTAGQERFRSVTHAYYRDAQALLLLYDITNKSSFDNIRAWLTEIHEYAQRDVVIMLLGNKADMSSERVIRSEDGETLAREYGVPFLETSAKTGMNVELAFLAIAKELKYRAGHQADEPSFQIRDYVESQKKRSSCCSFM. The miRNA is hsa-miR-3195 with sequence CGCGCCGGGCCCGGGUU. (5) The miRNA is hsa-miR-25-5p with sequence AGGCGGAGACUUGGGCAAUUG. The protein sequence of the target gene is MPFLDIQKRFGLNIDRWLTIQSGEQPYKMAGRCHAFEKEWIECAHGIGYTRAEKECKIEYDDFVECLLRQKTMRRAGTIRKQRDKLIKEGKYTPPPHHIGKGEPRP. Result: 0 (no interaction). (6) The miRNA is hsa-miR-3689a-3p with sequence CUGGGAGGUGUGAUAUCGUGGU. The protein sequence of the target gene is MAAGLARLLLLLGLSAGGPAPAGAAKMKVVEEPNAFGVNNPFLPQASRLQAKRDPSPVSGPVHLFRLSGKCFSLVESTYKYEFCPFHNVTQHEQTFRWNAYSGILGIWHEWEIANNTFTGMWMRDGDACRSRSRQSKVELACGKSNRLAHVSEPSTCVYALTFETPLVCHPHALLVYPTLPEALQRQWDQVEQDLADELITPQGHEKLLRTLFEDAGYLKTPEENEPTQLEGGPDSLGFETLENCRKAHKELSKEIKRLKGLLTQHGIPYTRPTETSNLEHLGHETPRAKSPEQLRGDPG.... Result: 1 (interaction).